The task is: Predict the reaction yield, written as a fraction of the theoretical maximum amount of product (1.0 means a 100% yield; for example, 0.34 means a 34% yield).. This data is from Reaction yield outcomes from USPTO patents with 853,638 reactions. The reactants are [Cl:1][C:2]1[CH:18]=[CH:17][C:5]2[CH2:6][CH2:7][N:8](C(=O)C(F)(F)F)[CH2:9][CH2:10][C:4]=2[C:3]=1[NH:19][CH2:20][C:21]1[CH:22]=[N:23][C:24]([S:27]([CH2:30][C:31]([CH3:34])([CH3:33])[CH3:32])(=[O:29])=[O:28])=[CH:25][CH:26]=1.O.[OH-].[Li+]. The catalyst is CO. The product is [Cl:1][C:2]1[CH:18]=[CH:17][C:5]2[CH2:6][CH2:7][NH:8][CH2:9][CH2:10][C:4]=2[C:3]=1[NH:19][CH2:20][C:21]1[CH:22]=[N:23][C:24]([S:27]([CH2:30][C:31]([CH3:34])([CH3:33])[CH3:32])(=[O:29])=[O:28])=[CH:25][CH:26]=1. The yield is 0.780.